This data is from Full USPTO retrosynthesis dataset with 1.9M reactions from patents (1976-2016). The task is: Predict the reactants needed to synthesize the given product. (1) The reactants are: [CH3:1][O:2][C:3]([C:5]1[S:6][C:7]([C:26]#[C:27][C:28]([CH3:31])([CH3:30])[CH3:29])=[CH:8][C:9]=1[N:10]1[CH:15]([CH:16]2[CH2:21][CH2:20][CH2:19][CH2:18][CH2:17]2)[CH2:14][O:13][C@H:12]([CH2:22][CH:23]=[CH2:24])[C:11]1=[O:25])=[O:4].[Li+].[CH3:33]C([N-]C(C)C)C.CI. Given the product [CH3:1][O:2][C:3]([C:5]1[S:6][C:7]([C:26]#[C:27][C:28]([CH3:31])([CH3:30])[CH3:29])=[CH:8][C:9]=1[N:10]1[C@H:15]([CH:16]2[CH2:17][CH2:18][CH2:19][CH2:20][CH2:21]2)[CH2:14][O:13][C@:12]([CH2:22][CH:23]=[CH2:24])([CH3:33])[C:11]1=[O:25])=[O:4].[CH3:1][O:2][C:3]([C:5]1[S:6][C:7]([C:26]#[C:27][C:28]([CH3:31])([CH3:30])[CH3:29])=[CH:8][C:9]=1[N:10]1[C@H:15]([CH:16]2[CH2:17][CH2:18][CH2:19][CH2:20][CH2:21]2)[CH2:14][O:13][C@@:12]([CH2:22][CH:23]=[CH2:24])([CH3:33])[C:11]1=[O:25])=[O:4], predict the reactants needed to synthesize it. (2) The reactants are: [O:1]=[CH:2][C@@H:3]([C@H:5]([C@H:7]([CH2:9][OH:10])[OH:8])[OH:6])[OH:4].[O:11]=[CH:12][C@@H:13]([C@H:15]([C@H:17]([C@@H:19]([CH2:21][OH:22])[OH:20])[OH:18])[OH:16])[OH:14]. Given the product [O:1]=[CH:2][C@@H:3]([C@H:5]([C@H:7]([CH2:9][OH:10])[OH:8])[OH:6])[OH:4].[O:11]=[CH:12][C@@H:13]([C@H:15]([C@@H:17]([C@@H:19]([CH2:21][OH:22])[OH:20])[OH:18])[OH:16])[OH:14].[O:1]=[CH:2][C@@H:3]([C@H:5]([C@H:7]([C@@H:9]([CH2:12][OH:11])[OH:10])[OH:8])[OH:6])[OH:4], predict the reactants needed to synthesize it. (3) Given the product [CH:1]1([C:7]2[C:8]3[CH:9]=[CH:10][C:11]([C:34]([O:36][CH3:37])=[O:35])=[CH:12][C:13]=3[N:14]3[CH2:21][CH2:20][N:19]([CH2:23][CH2:24][N:25]([CH3:26])[CH3:27])[CH2:18][C:17]4[CH:28]=[C:29]([O:32][CH3:33])[CH:30]=[CH:31][C:16]=4[C:15]=23)[CH2:6][CH2:5][CH2:4][CH2:3][CH2:2]1, predict the reactants needed to synthesize it. The reactants are: [CH:1]1([C:7]2[C:8]3[CH:9]=[CH:10][C:11]([C:34]([O:36][CH3:37])=[O:35])=[CH:12][C:13]=3[N:14]3[CH2:21][C:20](=O)[N:19]([CH2:23][CH2:24][N:25]([CH3:27])[CH3:26])[CH2:18][C:17]4[CH:28]=[C:29]([O:32][CH3:33])[CH:30]=[CH:31][C:16]=4[C:15]=23)[CH2:6][CH2:5][CH2:4][CH2:3][CH2:2]1.CO. (4) Given the product [F:31][C:11]1[CH:10]=[C:9]([O:8][C:6]2[CH:5]=[CH:4][N:3]=[C:2]([NH:1][C:32]([N:34]3[CH2:37][CH2:38][CH:44]([CH2:43][OH:42])[CH2:36][CH2:35]3)=[O:49])[CH:7]=2)[CH:14]=[CH:13][C:12]=1[NH:15][C:16]([C:18]1([C:21]([NH:23][C:24]2[CH:25]=[CH:26][C:27]([F:30])=[CH:28][CH:29]=2)=[O:22])[CH2:20][CH2:19]1)=[O:17], predict the reactants needed to synthesize it. The reactants are: [NH2:1][C:2]1[CH:7]=[C:6]([O:8][C:9]2[CH:14]=[CH:13][C:12]([NH:15][C:16]([C:18]3([C:21]([NH:23][C:24]4[CH:29]=[CH:28][C:27]([F:30])=[CH:26][CH:25]=4)=[O:22])[CH2:20][CH2:19]3)=[O:17])=[C:11]([F:31])[CH:10]=2)[CH:5]=[CH:4][N:3]=1.[CH2:32]([N:34]([CH2:37][CH3:38])[CH2:35][CH3:36])C.ClC([O:42][C:43]1C=CC=C[CH:44]=1)=O.[O:49]1CCCC1. (5) Given the product [C:1]([OH:8])(=[O:7])[CH2:2][CH2:3][C:4]([OH:6])=[O:5].[Cl:9][C:10]1[CH:20]=[CH:19][C:13]2[CH2:14][CH2:15][NH:16][CH2:17][CH2:18][C:12]=2[C:11]=1[N:21]1[C:25]([CH3:26])=[CH:24][C:23]([CH3:27])=[N:22]1, predict the reactants needed to synthesize it. The reactants are: [C:1]([OH:8])(=[O:7])[CH2:2][CH2:3][C:4]([OH:6])=[O:5].[Cl:9][C:10]1[CH:20]=[CH:19][C:13]2[CH2:14][CH2:15][NH:16][CH2:17][CH2:18][C:12]=2[C:11]=1[N:21]1[C:25]([CH3:26])=[CH:24][C:23]([CH3:27])=[N:22]1. (6) Given the product [CH2:37]([NH:36][S:33]([C:29]1[CH:28]=[C:27]([NH:26][C:12]([C:11]2[CH:10]=[N:9][N:8]3[C:3]([CH:2]([F:25])[F:1])=[CH:4][C:5]([C:15]4[CH:20]=[CH:19][C:18]([C:21]([F:24])([F:22])[F:23])=[CH:17][CH:16]=4)=[N:6][C:7]=23)=[O:14])[CH:32]=[CH:31][CH:30]=1)(=[O:35])=[O:34])[CH3:38], predict the reactants needed to synthesize it. The reactants are: [F:1][CH:2]([F:25])[C:3]1[N:8]2[N:9]=[CH:10][C:11]([C:12]([OH:14])=O)=[C:7]2[N:6]=[C:5]([C:15]2[CH:20]=[CH:19][C:18]([C:21]([F:24])([F:23])[F:22])=[CH:17][CH:16]=2)[CH:4]=1.[NH2:26][C:27]1[CH:28]=[C:29]([S:33]([NH:36][CH2:37][CH3:38])(=[O:35])=[O:34])[CH:30]=[CH:31][CH:32]=1. (7) Given the product [CH3:1][O:2][C:3]1[CH:4]=[CH:5][C:6]([CH2:9][O:10][C@H:11]([C@H:13]([CH2:14][CH2:15][CH:16]([CH3:17])[CH3:18])[C@@H:19]([O:22][CH2:23][CH2:24][CH3:25])[CH2:20][OH:27])[CH3:12])=[CH:7][CH:8]=1, predict the reactants needed to synthesize it. The reactants are: [CH3:1][O:2][C:3]1[CH:8]=[CH:7][C:6]([CH2:9][O:10][C@H:11]([C@@H:13]([C@@H:19]([O:22][CH2:23][CH2:24][CH3:25])[CH:20]=C)[CH2:14][CH2:15][CH:16]([CH3:18])[CH3:17])[CH3:12])=[CH:5][CH:4]=1.C([O-])(O)=[O:27].[Na+].C1(/N=N/C2C=CC(/N=N/C3C4C(=CC=CC=4)C=CC=3O)=CC=2)C=CC=CC=1.C(=O)=O.CC(C)=O.[I-].[K+].[BH4-].[Na+].